This data is from Reaction yield outcomes from USPTO patents with 853,638 reactions. The task is: Predict the reaction yield, written as a fraction of the theoretical maximum amount of product (1.0 means a 100% yield; for example, 0.34 means a 34% yield). (1) The reactants are [F:1][C:2]1[CH:3]=[C:4]([CH:9]=[C:10]([F:14])[C:11]=1[CH:12]=[O:13])[O:5][CH2:6][C:7]#[N:8].[BH4-].[Na+]. The catalyst is CCO. The product is [F:1][C:2]1[CH:3]=[C:4]([CH:9]=[C:10]([F:14])[C:11]=1[CH2:12][OH:13])[O:5][CH2:6][C:7]#[N:8]. The yield is 0.490. (2) The reactants are [F:1][C:2]1[CH:7]=[C:6]([N+:8]([O-:10])=[O:9])[CH:5]=[CH:4][C:3]=1[CH:11]([C:16]([O:18][CH3:19])=[O:17])[C:12]([O:14][CH3:15])=[O:13].[C:20](#[N:23])[CH:21]=[CH2:22].C[O-].[Na+]. The catalyst is CO.ClCCl. The product is [C:20]([CH2:21][CH2:22][C:11]([C:3]1[CH:4]=[CH:5][C:6]([N+:8]([O-:10])=[O:9])=[CH:7][C:2]=1[F:1])([C:16]([O:18][CH3:19])=[O:17])[C:12]([O:14][CH3:15])=[O:13])#[N:23]. The yield is 0.520. (3) The reactants are [CH3:1][O:2][C:3]1[CH:8]=[CH:7][C:6]([C:9]2[CH2:10][CH2:11][C:12](=[O:15])[NH:13][N:14]=2)=[CH:5][CH:4]=1.[OH-].[K+].CCO.[CH:21](=O)[C:22]1[CH:27]=[CH:26][CH:25]=[CH:24][CH:23]=1. The catalyst is CCO. The product is [CH2:21]([C:11]1[C:12](=[O:15])[NH:13][N:14]=[C:9]([C:6]2[CH:7]=[CH:8][C:3]([O:2][CH3:1])=[CH:4][CH:5]=2)[CH:10]=1)[C:22]1[CH:27]=[CH:26][CH:25]=[CH:24][CH:23]=1. The yield is 0.760. (4) The reactants are [Cl:1][C:2]1[N:7]=[C:6]([N:8]2[CH2:12][C:11]([CH3:14])([CH3:13])[C@H:10]([OH:15])[CH2:9]2)[C:5]([F:16])=[C:4]([NH:17][NH2:18])[N:3]=1.[CH:19]1([CH2:24][C@H:25]([CH2:29][N:30]([CH:38]=[O:39])[O:31][CH:32]2[CH2:37][CH2:36][CH2:35][CH2:34][O:33]2)[C:26](O)=[O:27])[CH2:23][CH2:22][CH2:21][CH2:20]1.CN1CCOCC1.ON1C2N=CC=CC=2N=N1.C(Cl)CCl. The catalyst is CN(C=O)C. The product is [Cl:1][C:2]1[N:3]=[C:4]([NH:17][NH:18][C:26](=[O:27])[C@H:25]([CH2:24][CH:19]2[CH2:20][CH2:21][CH2:22][CH2:23]2)[CH2:29][N:30]([O:31][CH:32]2[CH2:37][CH2:36][CH2:35][CH2:34][O:33]2)[CH:38]=[O:39])[C:5]([F:16])=[C:6]([N:8]2[CH2:9][C@@H:10]([OH:15])[C:11]([CH3:14])([CH3:13])[CH2:12]2)[N:7]=1. The yield is 0.590. (5) The reactants are [NH2:1][CH:2]1[CH2:7][CH2:6][CH:5]([CH2:8][NH:9][C:10]2[C:15]([N+:16]([O-:18])=[O:17])=[CH:14][N:13]=[C:12]([NH:19][CH2:20][C:21]3[CH:26]=[CH:25][CH:24]=[CH:23][C:22]=3[O:27][C:28]([F:31])([F:30])[F:29])[N:11]=2)[CH2:4][CH2:3]1.C(N(CC)C(C)C)(C)C.[CH3:41][O:42][C:43](=[O:48])[CH2:44][CH2:45][CH2:46]I. The catalyst is CN(C=O)C.CS(C)=O. The product is [CH3:41][O:42][C:43](=[O:48])[CH2:44][CH2:45][CH2:46][NH:1][CH:2]1[CH2:3][CH2:4][CH:5]([CH2:8][NH:9][C:10]2[C:15]([N+:16]([O-:18])=[O:17])=[CH:14][N:13]=[C:12]([NH:19][CH2:20][C:21]3[CH:26]=[CH:25][CH:24]=[CH:23][C:22]=3[O:27][C:28]([F:30])([F:31])[F:29])[N:11]=2)[CH2:6][CH2:7]1. The yield is 0.530. (6) The reactants are Cl[C:2]1[N:3]=[N:4][C:5]([O:8][C:9]2[CH:14]=[CH:13][CH:12]=[CH:11][CH:10]=2)=[CH:6][CH:7]=1.C([O-])(=[O:17])C.[Na+].[OH-].[Na+]. The catalyst is C(O)(=O)C.O. The product is [O:8]([C:5]1[CH:6]=[CH:7][C:2](=[O:17])[NH:3][N:4]=1)[C:9]1[CH:14]=[CH:13][CH:12]=[CH:11][CH:10]=1. The yield is 0.860.